This data is from Catalyst prediction with 721,799 reactions and 888 catalyst types from USPTO. The task is: Predict which catalyst facilitates the given reaction. (1) Reactant: [CH2:1]([O:3][C:4](=[O:12])[C:5]1[CH:10]=[CH:9][C:8](Cl)=[N:7][CH:6]=1)[CH3:2].[CH3:13][Si:14]([C:17]#[CH:18])([CH3:16])[CH3:15].C(N(CC)CC)C.C(=O)([O-])O.[Na+]. Product: [CH2:1]([O:3][C:4]([C:5]1[CH:10]=[CH:9][C:8]([C:18]#[C:17][Si:14]([CH3:16])([CH3:15])[CH3:13])=[N:7][CH:6]=1)=[O:12])[CH3:2]. The catalyst class is: 9. (2) The catalyst class is: 40. Reactant: [CH3:1][N:2]([CH3:27])[C:3]([C:5]1[C:15]([CH2:16][CH2:17][C:18](=[O:25])[C:19]2[CH:24]=[CH:23][CH:22]=[CH:21][CH:20]=2)=[C:14]([OH:26])[C:8]2[N:9]=[C:10]([CH3:13])[N:11]([CH3:12])[C:7]=2[CH:6]=1)=[O:4].[BH4-].[Na+].[Cl-].[NH4+]. Product: [CH3:27][N:2]([CH3:1])[C:3]([C:5]1[C:15]([CH2:16][CH2:17][CH:18]([OH:25])[C:19]2[CH:24]=[CH:23][CH:22]=[CH:21][CH:20]=2)=[C:14]([OH:26])[C:8]2[N:9]=[C:10]([CH3:13])[N:11]([CH3:12])[C:7]=2[CH:6]=1)=[O:4]. (3) Reactant: [CH3:1][C:2]1[N:12]=[C:11]2[N:6]([CH2:7][CH2:8][CH2:9][CH:10]2[OH:13])[C:4](=[O:5])[C:3]=1[CH2:14][CH2:15][N:16]1[CH2:21][CH2:20][CH:19]([C:22]2[C:23]3[CH:24]=[CH:25][C:26]([F:31])=[CH:27][C:28]=3[O:29][N:30]=2)[CH2:18][CH2:17]1.[C:32]([OH:39])(=[O:38])/[CH:33]=[CH:34]/[C:35]([OH:37])=[O:36]. Product: [CH3:1][C:2]1[N:12]=[C:11]2[N:6]([CH2:7][CH2:8][CH2:9][CH:10]2[OH:13])[C:4](=[O:5])[C:3]=1[CH2:14][CH2:15][N:16]1[CH2:21][CH2:20][CH:19]([C:22]2[C:23]3[CH:24]=[CH:25][C:26]([F:31])=[CH:27][C:28]=3[O:29][N:30]=2)[CH2:18][CH2:17]1.[C:32]([O-:39])(=[O:38])/[CH:33]=[CH:34]/[C:35]([O-:37])=[O:36]. The catalyst class is: 8.